From a dataset of TCR-epitope binding with 47,182 pairs between 192 epitopes and 23,139 TCRs. Binary Classification. Given a T-cell receptor sequence (or CDR3 region) and an epitope sequence, predict whether binding occurs between them. The TCR CDR3 sequence is CASSDTGGNTEAFF. Result: 0 (the TCR does not bind to the epitope). The epitope is KLWAQCVQL.